This data is from Reaction yield outcomes from USPTO patents with 853,638 reactions. The task is: Predict the reaction yield, written as a fraction of the theoretical maximum amount of product (1.0 means a 100% yield; for example, 0.34 means a 34% yield). The reactants are FC(F)(F)C([O-])=O.[C:8]([O:12][C:13]([N:15]1[CH2:19][CH:18]([O:20][C:21]2[C:30]3[C:25](=[CH:26][C:27]([O:31][CH3:32])=[CH:28][CH:29]=3)[CH:24]=[CH:23][N:22]=2)[CH2:17][CH:16]1[C:33](=[O:50])[NH:34][C:35]1([C:40]([NH:42][S:43]([O:46][CH:47]2[CH2:49][CH2:48]2)(=[O:45])=[O:44])=[O:41])[CH2:37][CH:36]1[CH:38]=[CH2:39])=[O:14])([CH3:11])([CH3:10])[CH3:9]. The catalyst is CCOC(C)=O.CCO. The product is [C:8]([O:12][C:13]([N:15]1[CH2:19][CH:18]([O:20][C:21]2[C:30]3[C:25](=[CH:26][C:27]([O:31][CH3:32])=[CH:28][CH:29]=3)[CH:24]=[CH:23][N:22]=2)[CH2:17][CH:16]1[C:33](=[O:50])[NH:34][C:35]1([C:40]([NH:42][S:43]([O:46][CH:47]2[CH2:49][CH2:48]2)(=[O:44])=[O:45])=[O:41])[CH2:37][CH:36]1[CH2:38][CH3:39])=[O:14])([CH3:9])([CH3:10])[CH3:11]. The yield is 0.830.